This data is from NCI-60 drug combinations with 297,098 pairs across 59 cell lines. The task is: Regression. Given two drug SMILES strings and cell line genomic features, predict the synergy score measuring deviation from expected non-interaction effect. (1) Drug 1: CC(C1=C(C=CC(=C1Cl)F)Cl)OC2=C(N=CC(=C2)C3=CN(N=C3)C4CCNCC4)N. Drug 2: CC1=C(C=C(C=C1)NC2=NC=CC(=N2)N(C)C3=CC4=NN(C(=C4C=C3)C)C)S(=O)(=O)N.Cl. Cell line: SF-268. Synergy scores: CSS=14.8, Synergy_ZIP=8.14, Synergy_Bliss=15.2, Synergy_Loewe=8.10, Synergy_HSA=10.7. (2) Drug 1: CN1CCC(CC1)COC2=C(C=C3C(=C2)N=CN=C3NC4=C(C=C(C=C4)Br)F)OC. Drug 2: C1=CC(=CC=C1CCC2=CNC3=C2C(=O)NC(=N3)N)C(=O)NC(CCC(=O)O)C(=O)O. Cell line: CCRF-CEM. Synergy scores: CSS=39.1, Synergy_ZIP=0.514, Synergy_Bliss=-3.58, Synergy_Loewe=-17.1, Synergy_HSA=-3.71. (3) Synergy scores: CSS=11.7, Synergy_ZIP=0.650, Synergy_Bliss=6.08, Synergy_Loewe=1.40, Synergy_HSA=3.59. Drug 1: CC1C(C(CC(O1)OC2CC(CC3=C2C(=C4C(=C3O)C(=O)C5=C(C4=O)C(=CC=C5)OC)O)(C(=O)CO)O)N)O.Cl. Cell line: HS 578T. Drug 2: CCN(CC)CCCC(C)NC1=C2C=C(C=CC2=NC3=C1C=CC(=C3)Cl)OC. (4) Drug 1: CC1=C(C=C(C=C1)NC2=NC=CC(=N2)N(C)C3=CC4=NN(C(=C4C=C3)C)C)S(=O)(=O)N.Cl. Drug 2: C1CNP(=O)(OC1)N(CCCl)CCCl. Cell line: CAKI-1. Synergy scores: CSS=8.08, Synergy_ZIP=-2.05, Synergy_Bliss=0.986, Synergy_Loewe=-20.5, Synergy_HSA=-3.88. (5) Drug 1: C1=NC(=NC(=O)N1C2C(C(C(O2)CO)O)O)N. Drug 2: C1CN(P(=O)(OC1)NCCCl)CCCl. Cell line: RXF 393. Synergy scores: CSS=10.4, Synergy_ZIP=-3.98, Synergy_Bliss=-1.95, Synergy_Loewe=-11.3, Synergy_HSA=-1.28. (6) Drug 1: CN(C)N=NC1=C(NC=N1)C(=O)N. Drug 2: CC1=C(C(=CC=C1)Cl)NC(=O)C2=CN=C(S2)NC3=CC(=NC(=N3)C)N4CCN(CC4)CCO. Cell line: UACC-257. Synergy scores: CSS=-10.2, Synergy_ZIP=7.67, Synergy_Bliss=4.85, Synergy_Loewe=0.821, Synergy_HSA=-4.85. (7) Drug 1: C1=NC2=C(N1)C(=S)N=C(N2)N. Drug 2: CCC1(CC2CC(C3=C(CCN(C2)C1)C4=CC=CC=C4N3)(C5=C(C=C6C(=C5)C78CCN9C7C(C=CC9)(C(C(C8N6C)(C(=O)OC)O)OC(=O)C)CC)OC)C(=O)OC)O.OS(=O)(=O)O. Cell line: T-47D. Synergy scores: CSS=17.7, Synergy_ZIP=-11.0, Synergy_Bliss=-4.66, Synergy_Loewe=-14.9, Synergy_HSA=-3.22.